Dataset: Reaction yield outcomes from USPTO patents with 853,638 reactions. Task: Predict the reaction yield, written as a fraction of the theoretical maximum amount of product (1.0 means a 100% yield; for example, 0.34 means a 34% yield). (1) The reactants are Cl[C:2]1[C:11]2[C:6](=[CH:7][CH:8]=[C:9]([CH3:12])[CH:10]=2)[N:5]([CH3:13])[C:4](=[O:14])[C:3]=1[C:15]#[N:16].[NH:17]1[CH2:22][CH2:21][NH:20][CH2:19][CH2:18]1. The catalyst is ClCCl. The product is [CH3:13][N:5]1[C:6]2[C:11](=[CH:10][C:9]([CH3:12])=[CH:8][CH:7]=2)[C:2]([N:17]2[CH2:22][CH2:21][NH:20][CH2:19][CH2:18]2)=[C:3]([C:15]#[N:16])[C:4]1=[O:14]. The yield is 0.880. (2) The reactants are [O:1]1[CH:5]=[CH:4][CH:3]=[C:2]1[C:6]1[NH:14][C:13]([NH2:15])=[N:12][C:11]2[C:7]=1[N:8]=[CH:9][N:10]=2.[CH2:16]([N:20]=[C:21]=[O:22])[CH2:17][CH2:18][CH3:19]. The catalyst is CN(C1C=CN=CC=1)C.CN(C=O)C. The product is [NH2:15][C:13]1[N:12]=[C:11]2[C:7]([N:8]=[CH:9][N:10]2[C:21]([NH:20][CH2:16][CH2:17][CH2:18][CH3:19])=[O:22])=[C:6]([C:2]2[O:1][CH:5]=[CH:4][CH:3]=2)[N:14]=1. The yield is 1.00. (3) The reactants are O[C:2]1[CH:7]=[CH:6][NH:5][C:4](=[O:8])[CH:3]=1.[F:9][C:10]1[CH:15]=[CH:14][C:13]([NH:16]N)=[CH:12][CH:11]=1. The catalyst is C1(OC2C=CC=CC=2)C=CC=CC=1. The product is [F:9][C:10]1[CH:15]=[CH:14][C:13]2[NH:16][C:2]3[CH:7]=[CH:6][NH:5][C:4](=[O:8])[C:3]=3[C:12]=2[CH:11]=1. The yield is 0.174. (4) The reactants are [Br:1][C:2]1[C:14]2[C:13]3[C:8](=[CH:9][C:10]([C:15]([OH:18])([CH3:17])[CH3:16])=[CH:11][CH:12]=3)[NH:7][C:6]=2[C:5]([C:19]([NH2:21])=[O:20])=[CH:4][CH:3]=1.[C:22](O)(C(F)(F)F)=O. The catalyst is CO.C(Cl)Cl. The product is [Br:1][C:2]1[C:14]2[C:13]3[C:8](=[CH:9][C:10]([C:15]([O:18][CH3:22])([CH3:17])[CH3:16])=[CH:11][CH:12]=3)[NH:7][C:6]=2[C:5]([C:19]([NH2:21])=[O:20])=[CH:4][CH:3]=1. The yield is 0.770. (5) The reactants are CC1C(C2C3C(=CC(F)=CC=3)N(S(C3C=CC=CC=3)(=O)=O)C=2)=C(C)NN=1.[F:27][C:28]1[CH:36]=[C:35]2[C:31]([C:32]([C:37]3[CH:38]=[N:39][N:40]([CH:42]4[CH2:47][CH2:46][N:45]([C:48](=[O:59])[CH2:49][CH2:50][NH:51]C(=O)OC(C)(C)C)[CH2:44][CH2:43]4)[CH:41]=3)=[CH:33][NH:34]2)=[CH:30][CH:29]=1. No catalyst specified. The product is [NH2:51][CH2:50][CH2:49][C:48]([N:45]1[CH2:44][CH2:43][CH:42]([N:40]2[CH:41]=[C:37]([C:32]3[C:31]4[C:35](=[CH:36][C:28]([F:27])=[CH:29][CH:30]=4)[NH:34][CH:33]=3)[CH:38]=[N:39]2)[CH2:47][CH2:46]1)=[O:59]. The yield is 0.430. (6) The reactants are Br[C:2]1[CH:11]=[CH:10][C:9]2[C:4](=[CH:5][C:6](Br)=[CH:7][CH:8]=2)[CH:3]=1.CC1(C)C(C)(C)OB([C:21]2[CH:22]=[C:23]([C:32]([O:34][CH2:35][CH3:36])=[O:33])[CH:24]=[C:25]([CH:31]=2)[C:26]([O:28][CH2:29][CH3:30])=[O:27])O1.[F-].[Cs+]. The catalyst is C1C=CC([P]([Pd]([P](C2C=CC=CC=2)(C2C=CC=CC=2)C2C=CC=CC=2)([P](C2C=CC=CC=2)(C2C=CC=CC=2)C2C=CC=CC=2)[P](C2C=CC=CC=2)(C2C=CC=CC=2)C2C=CC=CC=2)(C2C=CC=CC=2)C2C=CC=CC=2)=CC=1. The product is [CH:3]1[C:4]2[C:9](=[CH:8][CH:7]=[C:6]([C:21]3[CH:31]=[C:25]([C:26]([O:28][CH2:29][CH3:30])=[O:27])[CH:24]=[C:23]([CH:22]=3)[C:32]([O:34][CH2:35][CH3:36])=[O:33])[CH:5]=2)[CH:10]=[CH:11][C:2]=1[C:21]1[CH:31]=[C:25]([C:26]([O:28][CH2:29][CH3:30])=[O:27])[CH:24]=[C:23]([CH:22]=1)[C:32]([O:34][CH2:35][CH3:36])=[O:33]. The yield is 0.760. (7) The catalyst is C1C=CC([P]([Pd]([P](C2C=CC=CC=2)(C2C=CC=CC=2)C2C=CC=CC=2)([P](C2C=CC=CC=2)(C2C=CC=CC=2)C2C=CC=CC=2)[P](C2C=CC=CC=2)(C2C=CC=CC=2)C2C=CC=CC=2)(C2C=CC=CC=2)C2C=CC=CC=2)=CC=1.C1(C)C=CC=CC=1. The yield is 0.500. The reactants are CC1(C)C(C)(C)OB([C:9]2[C:22]3[C:23]4=[C:24]5[C:19](=[CH:20][CH:21]=3)[CH:18]=[CH:17][C:16]([C:25]3[CH:30]=[CH:29][CH:28]=[CH:27][CH:26]=3)=[C:15]5[CH:14]=[CH:13][C:12]4=[CH:11][CH:10]=2)O1.Br[C:33]1[CH:38]=[CH:37][C:36]([Br:39])=[CH:35][CH:34]=1.C([O-])([O-])=O.[Na+].[Na+].CCO. The product is [Br:39][C:36]1[CH:37]=[CH:38][C:33]([C:9]2[C:22]3[C:23]4=[C:24]5[C:19](=[CH:20][CH:21]=3)[CH:18]=[CH:17][C:16]([C:25]3[CH:26]=[CH:27][CH:28]=[CH:29][CH:30]=3)=[C:15]5[CH:14]=[CH:13][C:12]4=[CH:11][CH:10]=2)=[CH:34][CH:35]=1. (8) The reactants are Cl[C:2]1[CH:3]=[C:4]([NH:13][C:14]2[CH:19]=[CH:18][C:17]([S:20]([NH:23][CH3:24])(=[O:22])=[O:21])=[CH:16][CH:15]=2)[C:5]2[N:6]([C:8]([C:11]#[N:12])=[CH:9][N:10]=2)[N:7]=1.C(N1CCCC(NC2C=C(N(CC3C=CC(OC)=CC=3)C3C=CC=CC=3)C3N(C(C#N)=CN=3)N=2)C1)C1C=CC=CC=1.[C@H:66]1([NH2:73])[CH2:71][CH2:70][C@H:69]([NH2:72])[CH2:68][CH2:67]1. The catalyst is C(Cl)Cl. The product is [NH2:72][C@H:69]1[CH2:70][CH2:71][C@H:66]([NH:73][C:2]2[CH:3]=[C:4]([NH:13][C:14]3[CH:19]=[CH:18][C:17]([S:20]([NH:23][CH3:24])(=[O:22])=[O:21])=[CH:16][CH:15]=3)[C:5]3[N:6]([C:8]([C:11]#[N:12])=[CH:9][N:10]=3)[N:7]=2)[CH2:67][CH2:68]1. The yield is 0.264. (9) The reactants are CC1(C)CCCC(C)(C)N1.[Li]CCCC.[Cl:16][C:17]1[C:22](I)=[CH:21][C:20]([C:24]([F:27])([F:26])[F:25])=[CH:19][N:18]=1.ClC1C=C([I:35])C(C(F)(F)F)=CN=1. The catalyst is C1COCC1.II. The product is [Cl:16][C:17]1[N:18]=[C:19]([I:35])[C:20]([C:24]([F:27])([F:26])[F:25])=[CH:21][CH:22]=1. The yield is 0.320.